This data is from Forward reaction prediction with 1.9M reactions from USPTO patents (1976-2016). The task is: Predict the product of the given reaction. (1) Given the reactants Cl[C:2]1[N:7]=[C:6]([NH:8][C@@H:9]2[CH2:14][CH2:13][CH2:12][CH2:11][C@H:10]2[NH:15][S:16]([CH3:19])(=[O:18])=[O:17])[C:5]([Cl:20])=[CH:4][N:3]=1.[NH2:21][C:22]1[C:41]([O:42][CH3:43])=[CH:40][C:25]2[CH2:26][CH2:27][N:28]([CH2:31][C:32]([N:34]3[CH2:39][CH2:38][O:37][CH2:36][CH2:35]3)=[O:33])[CH2:29][CH2:30][C:24]=2[CH:23]=1, predict the reaction product. The product is: [Cl:20][C:5]1[C:6]([NH:8][C@@H:9]2[CH2:14][CH2:13][CH2:12][CH2:11][C@H:10]2[NH:15][S:16]([CH3:19])(=[O:18])=[O:17])=[N:7][C:2]([NH:21][C:22]2[C:41]([O:42][CH3:43])=[CH:40][C:25]3[CH2:26][CH2:27][N:28]([CH2:31][C:32]([N:34]4[CH2:39][CH2:38][O:37][CH2:36][CH2:35]4)=[O:33])[CH2:29][CH2:30][C:24]=3[CH:23]=2)=[N:3][CH:4]=1. (2) Given the reactants [Cl:1][C:2]1[C:10]2[N:9]=[C:8]3[N:11]([C:15]4[CH:16]=[N:17][C:18]([O:22][CH3:23])=[CH:19][C:20]=4[CH3:21])[CH2:12][CH2:13][CH2:14][N:7]3[C:6]=2[C:5]([CH2:24][OH:25])=[CH:4][CH:3]=1.C(N(CC)CC)C, predict the reaction product. The product is: [Cl:1][C:2]1[CH:3]=[CH:4][C:5]([CH:24]=[O:25])=[C:6]2[C:10]=1[N:9]=[C:8]1[N:11]([C:15]3[CH:16]=[N:17][C:18]([O:22][CH3:23])=[CH:19][C:20]=3[CH3:21])[CH2:12][CH2:13][CH2:14][N:7]21.